From a dataset of Full USPTO retrosynthesis dataset with 1.9M reactions from patents (1976-2016). Predict the reactants needed to synthesize the given product. (1) Given the product [F:1][C:2]([F:26])([F:25])[C:3]1[CH:4]=[C:5]([NH:13][C:14]2[C:23]3[C:18](=[CH:19][CH:20]=[CH:21][CH:22]=3)[C:17]([N:29]3[CH2:28][C:36]4[CH:35]=[CH:34][N:33]=[CH:32][C:31]=4[CH2:30]3)=[N:16][N:15]=2)[CH:6]=[C:7]([C:9]([F:12])([F:11])[F:10])[CH:8]=1, predict the reactants needed to synthesize it. The reactants are: [F:1][C:2]([F:26])([F:25])[C:3]1[CH:4]=[C:5]([NH:13][C:14]2[C:23]3[C:18](=[CH:19][CH:20]=[CH:21][CH:22]=3)[C:17](Cl)=[N:16][N:15]=2)[CH:6]=[C:7]([C:9]([F:12])([F:11])[F:10])[CH:8]=1.Cl.[CH2:28]1[C:36]2[CH:35]=[CH:34][N:33]=[CH:32][C:31]=2[CH2:30][NH:29]1.C(=O)([O-])[O-].[K+].[K+]. (2) Given the product [ClH:1].[NH2:23][CH:24]([CH2:36][CH3:37])[C:25]([NH:27][CH:28]([CH:33]1[CH2:35][CH2:34]1)[C:29]([O:31][CH3:32])=[O:30])=[O:26], predict the reactants needed to synthesize it. The reactants are: [ClH:1].N[C@H](C(NC(C1CC1)C(OC)=O)=O)C.C(OC([NH:23][CH:24]([CH2:36][CH3:37])[C:25]([NH:27][CH:28]([CH:33]1[CH2:35][CH2:34]1)[C:29]([O:31][CH3:32])=[O:30])=[O:26])=O)(C)(C)C. (3) The reactants are: [C:1]([O:5][C:6]([N:8]1[CH2:14][CH2:13][C:12]2[C:15]([OH:21])=[N:16][C:17]([S:19][CH3:20])=[N:18][C:11]=2[CH2:10][CH2:9]1)=[O:7])([CH3:4])([CH3:3])[CH3:2].CC([O-])(C)C.[K+].C1C=CC(N([S:35]([C:38]([F:41])([F:40])[F:39])(=[O:37])=[O:36])[S:35]([C:38]([F:41])([F:40])[F:39])(=[O:37])=[O:36])=CC=1. Given the product [C:1]([O:5][C:6]([N:8]1[CH2:14][CH2:13][C:12]2[C:15]([O:21][S:35]([C:38]([F:41])([F:40])[F:39])(=[O:37])=[O:36])=[N:16][C:17]([S:19][CH3:20])=[N:18][C:11]=2[CH2:10][CH2:9]1)=[O:7])([CH3:4])([CH3:3])[CH3:2], predict the reactants needed to synthesize it.